This data is from Full USPTO retrosynthesis dataset with 1.9M reactions from patents (1976-2016). The task is: Predict the reactants needed to synthesize the given product. Given the product [NH2:1][C:2]1[O:6][N:5]=[C:4]([C:7]2[CH:12]=[CH:11][CH:10]=[C:9]([F:13])[CH:8]=2)[C:3]=1[C:14]([N:42]1[CH2:41][CH2:40][N:39]([C:45]2[CH:46]=[CH:47][C:48]([OH:51])=[CH:49][CH:50]=2)[CH2:44][CH2:43]1)=[O:16], predict the reactants needed to synthesize it. The reactants are: [NH2:1][C:2]1[O:6][N:5]=[C:4]([C:7]2[CH:12]=[CH:11][CH:10]=[C:9]([F:13])[CH:8]=2)[C:3]=1[C:14]([OH:16])=O.Cl.C(N=C=NCCCN(C)C)C.OC1C2N=NNC=2C=CC=1.[N:39]1([C:45]2[CH:50]=[CH:49][C:48]([OH:51])=[CH:47][CH:46]=2)[CH2:44][CH2:43][NH:42][CH2:41][CH2:40]1.